This data is from Full USPTO retrosynthesis dataset with 1.9M reactions from patents (1976-2016). The task is: Predict the reactants needed to synthesize the given product. (1) Given the product [CH2:24]([N:26]([CH3:30])[C:27]([N:13]1[CH2:14][CH:9]([C:6]2[CH:5]=[CH:4][C:3]([CH2:1][CH3:2])=[CH:8][CH:7]=2)[CH2:10][CH:11]([C:15]([NH:17][C:18]2[CH:19]=[CH:20][CH:21]=[CH:22][CH:23]=2)=[O:16])[CH2:12]1)=[O:28])[CH3:25], predict the reactants needed to synthesize it. The reactants are: [CH2:1]([C:3]1[CH:8]=[CH:7][C:6]([CH:9]2[CH2:14][NH:13][CH2:12][CH:11]([C:15]([NH:17][C:18]3[CH:23]=[CH:22][CH:21]=[CH:20][CH:19]=3)=[O:16])[CH2:10]2)=[CH:5][CH:4]=1)[CH3:2].[CH2:24]([N:26]([CH3:30])[C:27](Cl)=[O:28])[CH3:25]. (2) The reactants are: [Br:1][C:2]1[CH:7]=[CH:6][C:5]([C:8]([CH3:13])([CH2:11][OH:12])[C:9]#[N:10])=[CH:4][CH:3]=1.[C:14]1([CH3:24])[CH:19]=[CH:18][C:17]([S:20](Cl)(=[O:22])=[O:21])=[CH:16][CH:15]=1. Given the product [Br:1][C:2]1[CH:3]=[CH:4][C:5]([C:8]([C:9]#[N:10])([CH3:13])[CH2:11][O:12][S:20]([C:17]2[CH:18]=[CH:19][C:14]([CH3:24])=[CH:15][CH:16]=2)(=[O:22])=[O:21])=[CH:6][CH:7]=1, predict the reactants needed to synthesize it.